From a dataset of Reaction yield outcomes from USPTO patents with 853,638 reactions. Predict the reaction yield, written as a fraction of the theoretical maximum amount of product (1.0 means a 100% yield; for example, 0.34 means a 34% yield). (1) The reactants are ClC[CH2:3][O:4][C:5]1[CH:6]=[C:7]2[C:12](=[CH:13][C:14]=1[O:15][CH3:16])[N:11]=[C:10]([C:17]1[CH:22]=[CH:21][CH:20]=[C:19]([C:23]3[CH:28]=[CH:27][CH:26]=[CH:25][CH:24]=3)[CH:18]=1)[N:9]=[C:8]2[NH:29][C:30]1[CH:31]=[C:32]2[C:36](=[CH:37][CH:38]=1)[N:35](C(OC(C)(C)C)=O)[N:34]=[CH:33]2.[CH3:46][NH:47][CH3:48].[CH3:49]S(C)=O. No catalyst specified. The product is [CH3:46][N:47]([CH3:49])[CH2:48][CH2:3][O:4][C:5]1[CH:6]=[C:7]2[C:12](=[CH:13][C:14]=1[O:15][CH3:16])[N:11]=[C:10]([C:17]1[CH:22]=[CH:21][CH:20]=[C:19]([C:23]3[CH:24]=[CH:25][CH:26]=[CH:27][CH:28]=3)[CH:18]=1)[N:9]=[C:8]2[NH:29][C:30]1[CH:31]=[C:32]2[C:36](=[CH:37][CH:38]=1)[NH:35][N:34]=[CH:33]2. The yield is 0.450. (2) The reactants are [H-].[Na+].C(OP([CH2:11][C:12]([O:14][CH2:15][CH3:16])=[O:13])(OCC)=O)C.[F:17][C:18]([F:40])([F:39])[O:19][C:20]1[CH:25]=[CH:24][C:23]([N:26]2[CH:30]=[N:29][C:28]([C:31]3[CH:38]=[CH:37][C:34]([CH:35]=O)=[CH:33][CH:32]=3)=[N:27]2)=[CH:22][CH:21]=1. The catalyst is O1CCCC1.O. The product is [F:40][C:18]([F:17])([F:39])[O:19][C:20]1[CH:25]=[CH:24][C:23]([N:26]2[CH:30]=[N:29][C:28]([C:31]3[CH:38]=[CH:37][C:34](/[CH:35]=[CH:11]/[C:12]([O:14][CH2:15][CH3:16])=[O:13])=[CH:33][CH:32]=3)=[N:27]2)=[CH:22][CH:21]=1. The yield is 1.00.